This data is from Full USPTO retrosynthesis dataset with 1.9M reactions from patents (1976-2016). The task is: Predict the reactants needed to synthesize the given product. (1) Given the product [CH2:29]([C:25]1[N:24]([CH2:23][CH2:22][S:8][C:5]2[CH:6]=[CH:7][C:2]([NH2:1])=[CH:3][CH:4]=2)[CH:28]=[CH:27][N:26]=1)[CH2:30][CH3:31], predict the reactants needed to synthesize it. The reactants are: [NH2:1][C:2]1[CH:7]=[CH:6][C:5]([SH:8])=[CH:4][CH:3]=1.[OH-].[Na+].CC1C=CC(S(O[CH2:22][CH2:23][N:24]2[CH:28]=[CH:27][N:26]=[C:25]2[CH2:29][CH2:30][CH3:31])(=O)=O)=CC=1. (2) Given the product [C:17]1([CH:4]2[NH:5][C:6]3[C:11]4[C:2](=[N:32][NH:33][C:12](=[O:31])[C:10]=4[CH:9]=[CH:8][CH:7]=3)[CH:3]2[C:23]2[N:24]([CH2:28][CH2:29][CH3:30])[CH:25]=[CH:26][N:27]=2)[CH:22]=[CH:21][CH:20]=[CH:19][CH:18]=1, predict the reactants needed to synthesize it. The reactants are: O=[C:2]1[C:11]2[C:10]([C:12](OCC)=O)=[CH:9][CH:8]=[CH:7][C:6]=2[NH:5][CH:4]([C:17]2[CH:22]=[CH:21][CH:20]=[CH:19][CH:18]=2)[CH:3]1[C:23]1[N:24]([CH2:28][CH2:29][CH3:30])[CH:25]=[CH:26][N:27]=1.[OH2:31].[NH2:32][NH2:33]. (3) Given the product [Br:12][C:8]1[CH:7]=[CH:6][C:5]([O:9][CH3:10])=[C:4]([CH3:11])[C:3]=1[O:2][CH3:1], predict the reactants needed to synthesize it. The reactants are: [CH3:1][O:2][C:3]1[CH:8]=[CH:7][CH:6]=[C:5]([O:9][CH3:10])[C:4]=1[CH3:11].[Br:12]Br. (4) Given the product [Cl:13][C:14]1[C:19]([C:20]([CH3:23])([CH3:22])[CH3:21])=[CH:18][C:17]2[N:16]([C:4]([C:3]3[C:7]([F:12])=[CH:8][CH:9]=[C:10]([F:11])[C:2]=3[F:1])=[N:25][N:24]=2)[N:15]=1, predict the reactants needed to synthesize it. The reactants are: [F:1][C:2]1[C:10]([F:11])=[CH:9][CH:8]=[C:7]([F:12])[C:3]=1[C:4](Cl)=O.[Cl:13][C:14]1[N:15]=[N:16][C:17]([NH:24][NH2:25])=[CH:18][C:19]=1[C:20]([CH3:23])([CH3:22])[CH3:21]. (5) Given the product [ClH:24].[C:18]1([C:15]2[N:14]=[C:13]3[C:12]([NH:11][C:9](=[O:8])[NH:25]3)=[CH:17][N:16]=2)[CH:23]=[CH:22][CH:21]=[CH:20][CH:19]=1, predict the reactants needed to synthesize it. The reactants are: C([O:8][C:9]([NH:11][C:12]1[C:13]([Cl:24])=[N:14][C:15]([C:18]2[CH:23]=[CH:22][CH:21]=[CH:20][CH:19]=2)=[N:16][CH:17]=1)=O)C1C=CC=CC=1.[NH3:25].C(O)(C)C. (6) Given the product [CH2:13]([O:20][C:2]1[CH:7]=[CH:6][N+:5]([O-:8])=[C:4]([CH3:9])[C:3]=1[CH3:10])[CH2:14][CH2:15][CH2:16][CH2:17][CH2:18][CH3:19], predict the reactants needed to synthesize it. The reactants are: Cl[C:2]1[CH:7]=[CH:6][N+:5]([O-:8])=[C:4]([CH3:9])[C:3]=1[CH3:10].[OH-].[Na+].[CH2:13]([OH:20])[CH2:14][CH2:15][CH2:16][CH2:17][CH2:18][CH3:19].Cl. (7) Given the product [OH:19][C:20]1([C:2]2[CH:3]=[N:4][CH:5]=[CH:6][CH:7]=2)[CH2:21][CH2:22][N:23]([C:26]([O:28][CH2:29][C:30]2[CH:35]=[CH:34][CH:33]=[CH:32][CH:31]=2)=[O:27])[CH2:24][CH2:25]1, predict the reactants needed to synthesize it. The reactants are: Br[C:2]1[CH:3]=[N:4][CH:5]=[CH:6][CH:7]=1.C([Li])CCC.CCCCCC.[O:19]=[C:20]1[CH2:25][CH2:24][N:23]([C:26]([O:28][CH2:29][C:30]2[CH:35]=[CH:34][CH:33]=[CH:32][CH:31]=2)=[O:27])[CH2:22][CH2:21]1. (8) Given the product [CH3:25][O:1][C@H:2]1[CH2:10][C:9]2[C:4](=[CH:5][CH:6]=[CH:7][CH:8]=2)[C@H:3]1[NH:11][C:12](=[O:18])[O:13][C:14]([CH3:15])([CH3:17])[CH3:16], predict the reactants needed to synthesize it. The reactants are: [OH:1][C@H:2]1[CH2:10][C:9]2[C:4](=[CH:5][CH:6]=[CH:7][CH:8]=2)[C@H:3]1[NH:11][C:12](=[O:18])[O:13][C:14]([CH3:17])([CH3:16])[CH3:15].[O-2].[Ba+2].[OH-].[Ba+2].[OH-].I[CH3:25].